From a dataset of NCI-60 drug combinations with 297,098 pairs across 59 cell lines. Regression. Given two drug SMILES strings and cell line genomic features, predict the synergy score measuring deviation from expected non-interaction effect. (1) Drug 1: COC1=CC(=CC(=C1O)OC)C2C3C(COC3=O)C(C4=CC5=C(C=C24)OCO5)OC6C(C(C7C(O6)COC(O7)C8=CC=CS8)O)O. Drug 2: CN(C)N=NC1=C(NC=N1)C(=O)N. Cell line: SF-268. Synergy scores: CSS=10.3, Synergy_ZIP=4.29, Synergy_Bliss=6.60, Synergy_Loewe=-31.6, Synergy_HSA=2.33. (2) Drug 1: C1=CC(=CC=C1C#N)C(C2=CC=C(C=C2)C#N)N3C=NC=N3. Drug 2: C1=NNC2=C1C(=O)NC=N2. Cell line: SK-MEL-2. Synergy scores: CSS=14.4, Synergy_ZIP=-12.5, Synergy_Bliss=-15.6, Synergy_Loewe=-5.02, Synergy_HSA=-5.76. (3) Drug 1: CC1C(C(CC(O1)OC2CC(CC3=C2C(=C4C(=C3O)C(=O)C5=C(C4=O)C(=CC=C5)OC)O)(C(=O)C)O)N)O.Cl. Drug 2: C1=CC=C(C=C1)NC(=O)CCCCCCC(=O)NO. Cell line: HL-60(TB). Synergy scores: CSS=58.5, Synergy_ZIP=2.80, Synergy_Bliss=2.56, Synergy_Loewe=-17.7, Synergy_HSA=3.87. (4) Drug 1: C1=C(C(=O)NC(=O)N1)F. Drug 2: C1CC(C1)(C(=O)O)C(=O)O.[NH2-].[NH2-].[Pt+2]. Cell line: OVCAR-5. Synergy scores: CSS=35.4, Synergy_ZIP=-3.94, Synergy_Bliss=-4.70, Synergy_Loewe=-8.55, Synergy_HSA=-1.20. (5) Drug 1: CC1=CC=C(C=C1)C2=CC(=NN2C3=CC=C(C=C3)S(=O)(=O)N)C(F)(F)F. Drug 2: CCCCCOC(=O)NC1=NC(=O)N(C=C1F)C2C(C(C(O2)C)O)O. Cell line: SW-620. Synergy scores: CSS=-6.10, Synergy_ZIP=2.30, Synergy_Bliss=-0.0755, Synergy_Loewe=-4.40, Synergy_HSA=-4.51. (6) Drug 1: CCC1=C2CN3C(=CC4=C(C3=O)COC(=O)C4(CC)O)C2=NC5=C1C=C(C=C5)O. Drug 2: C1CC(=O)NC(=O)C1N2C(=O)C3=CC=CC=C3C2=O. Cell line: COLO 205. Synergy scores: CSS=22.8, Synergy_ZIP=-10.4, Synergy_Bliss=-1.26, Synergy_Loewe=-31.2, Synergy_HSA=-1.08.